This data is from Catalyst prediction with 721,799 reactions and 888 catalyst types from USPTO. The task is: Predict which catalyst facilitates the given reaction. (1) Reactant: Cl.[CH2:2]([O:4][C:5](=[O:13])[C@H:6]([NH2:12])[CH2:7][CH:8]([CH3:11])[CH2:9][CH3:10])[CH3:3].C(N(CC)C(C)C)(C)C.[Cl:23][C:24]1[CH:57]=[CH:56][CH:55]=[CH:54][C:25]=1[O:26][C:27]1[CH2:31]N([C@@H](CC2CCCCC2)C(NC2C=CN(CC(O)(C)C)N=2)=O)[C:29](=[O:53])[CH:28]=1. Product: [CH2:2]([O:4][C:5](=[O:13])[C@H:6]([N:12]1[CH2:31][C:27]([O:26][C:25]2[CH:54]=[CH:55][CH:56]=[CH:57][C:24]=2[Cl:23])=[CH:28][C:29]1=[O:53])[CH2:7][CH:8]([CH3:11])[CH2:9][CH3:10])[CH3:3]. The catalyst class is: 10. (2) Product: [CH:9]1[C:8]2[CH:16]=[CH:15][CH:14]=[C:12]([OH:13])[C:10](=[O:11])[C:7]=2[C:5]([OH:6])=[C:3]([OH:4])[C:1]=1[OH:2]. Reactant: [C:1]1([CH:9]=[CH:8][CH:7]=[C:5]([OH:6])[C:3]=1[OH:4])[OH:2].[C:10]1([C:12](=[CH:14][CH:15]=[CH:16]C=1)[OH:13])[OH:11].OO. The catalyst class is: 21. (3) Reactant: [C:1]([C:4]1[CH:9]=[C:8]([Br:10])[CH:7]=[CH:6][C:5]=1[O:11][CH2:12]C(O)=O)(=O)[CH3:2].C([O-])(=O)C.[Na+].C(OC(=O)C)(=O)C. Product: [Br:10][C:8]1[CH:7]=[CH:6][C:5]2[O:11][CH:12]=[C:1]([CH3:2])[C:4]=2[CH:9]=1. The catalyst class is: 15. (4) Reactant: [NH2:1][C:2]1[CH:7]=[CH:6][C:5]([Cl:8])=[CH:4][C:3]=1[C:9]([CH:11]1[CH2:13][CH2:12]1)=[O:10].[C:14](N1C=CN=C1)(N1C=CN=C1)=[O:15].[F:26][C:27]([F:31])([F:30])[CH2:28][NH2:29]. Product: [Cl:8][C:5]1[CH:6]=[CH:7][C:2]([NH:1][C:14]([NH:29][CH2:28][C:27]([F:31])([F:30])[F:26])=[O:15])=[C:3]([C:9]([CH:11]2[CH2:12][CH2:13]2)=[O:10])[CH:4]=1. The catalyst class is: 279.